This data is from Full USPTO retrosynthesis dataset with 1.9M reactions from patents (1976-2016). The task is: Predict the reactants needed to synthesize the given product. (1) Given the product [CH:17]([C:8]1[CH:9]=[C:10]([N+:14]([O-:16])=[O:15])[C:11]([CH3:13])=[CH:12][C:7]=1[C:29]1[CH:30]=[CH:31][C:26]([C:24]([NH:23][CH3:22])=[O:25])=[CH:27][CH:28]=1)([CH3:19])[CH3:18], predict the reactants needed to synthesize it. The reactants are: FC(F)(F)S(O[C:7]1[CH:12]=[C:11]([CH3:13])[C:10]([N+:14]([O-:16])=[O:15])=[CH:9][C:8]=1[CH:17]([CH3:19])[CH3:18])(=O)=O.[CH3:22][NH:23][C:24]([C:26]1[CH:31]=[CH:30][C:29](B(O)O)=[CH:28][CH:27]=1)=[O:25].[F-].[Cs+]. (2) Given the product [Cl:34][C:29]1[CH:28]=[C:27]([CH:32]=[CH:31][C:30]=1[Cl:33])[CH2:26][O:25][C:22]1[CH:21]=[CH:20][C:19]([C@H:17]2[CH2:16][O:15][C:11]3=[CH:12][C:13]4[CH2:14][C@@H:5]([C:3]([OH:4])=[O:2])[N:6]([C@H:35]([C:38]5[CH:43]=[CH:42][CH:41]=[CH:40][CH:39]=5)[CH2:36][CH3:37])[CH2:7][C:8]=4[CH:9]=[C:10]3[O:18]2)=[CH:24][CH:23]=1, predict the reactants needed to synthesize it. The reactants are: C[O:2][C:3]([C@@H:5]1[CH2:14][C:13]2[CH:12]=[C:11]3[O:15][CH2:16][C@H:17]([C:19]4[CH:24]=[CH:23][C:22]([O:25][CH2:26][C:27]5[CH:32]=[CH:31][C:30]([Cl:33])=[C:29]([Cl:34])[CH:28]=5)=[CH:21][CH:20]=4)[O:18][C:10]3=[CH:9][C:8]=2[CH2:7][N:6]1[C@H:35]([C:38]1[CH:43]=[CH:42][CH:41]=[CH:40][CH:39]=1)[CH2:36][CH3:37])=[O:4].CO.[Li+].[OH-]. (3) The reactants are: [CH3:1][S:2]([O:5][C:6]1[CH:7]=[C:8]([C:14]2[CH:19]=[CH:18][CH:17]=[C:16]([C:20]3([C:28]4[CH:33]=[CH:32][N:31]=[CH:30][CH:29]=4)[C:24](=[O:25])[N:23]([CH3:26])[C:22](=S)[NH:21]3)[CH:15]=2)[CH:9]=[C:10]([O:12][CH3:13])[CH:11]=1)(=[O:4])=[O:3].CO.[OH-].[NH4+:37].C(OO)(C)(C)C. Given the product [CH3:1][S:2]([O:5][C:6]1[CH:7]=[C:8]([C:14]2[CH:19]=[CH:18][CH:17]=[C:16]([C:20]3([C:28]4[CH:29]=[CH:30][N:31]=[CH:32][CH:33]=4)[C:24](=[O:25])[N:23]([CH3:26])[C:22]([NH2:37])=[N:21]3)[CH:15]=2)[CH:9]=[C:10]([O:12][CH3:13])[CH:11]=1)(=[O:4])=[O:3], predict the reactants needed to synthesize it. (4) Given the product [C:1]([O:5][C:6]([N:8]1[CH2:13][CH2:12][CH:11]([O:14][C:15]2[CH:20]=[CH:19][C:18]([NH2:21])=[CH:17][C:16]=2[C:24]([O:26][CH2:27][CH3:28])=[O:25])[CH2:10][CH2:9]1)=[O:7])([CH3:4])([CH3:3])[CH3:2], predict the reactants needed to synthesize it. The reactants are: [C:1]([O:5][C:6]([N:8]1[CH2:13][CH2:12][CH:11]([O:14][C:15]2[CH:20]=[CH:19][C:18]([N+:21]([O-])=O)=[CH:17][C:16]=2[C:24]([O:26][CH2:27][CH3:28])=[O:25])[CH2:10][CH2:9]1)=[O:7])([CH3:4])([CH3:3])[CH3:2]. (5) The reactants are: [CH2:1]1[CH2:6][CH2:5][CH2:4][CH2:3][CH2:2]1.[C:7](OC)([CH3:10])([CH3:9])[CH3:8]. Given the product [CH2:7]=[CH:8][C:1]1[CH:6]=[CH:5][CH:4]=[CH:3][CH:2]=1.[CH2:1]=[CH:8][C:7](=[CH2:10])[CH3:9].[CH2:7]=[CH:8][C:1]1[CH:6]=[CH:5][CH:4]=[CH:3][CH:2]=1, predict the reactants needed to synthesize it.